This data is from Forward reaction prediction with 1.9M reactions from USPTO patents (1976-2016). The task is: Predict the product of the given reaction. (1) Given the reactants [OH:1][C:2]1[C:3]([C:8]2[CH:13]=[CH:12][CH:11]=[CH:10][CH:9]=2)=[N:4][CH:5]=[CH:6][CH:7]=1.[CH2:14]([Br:21])[C:15]1[CH:20]=[CH:19][CH:18]=[CH:17][CH:16]=1, predict the reaction product. The product is: [Br-:21].[CH2:14]([N+:4]1[CH:5]=[CH:6][CH:7]=[C:2]([OH:1])[C:3]=1[C:8]1[CH:9]=[CH:10][CH:11]=[CH:12][CH:13]=1)[C:15]1[CH:20]=[CH:19][CH:18]=[CH:17][CH:16]=1. (2) Given the reactants [C:1]([O:5][C:6](=[O:19])[NH:7][C:8]1[CH:13]=[CH:12][C:11]([O:14][C:15]([F:18])([F:17])[F:16])=[CH:10][CH:9]=1)([CH3:4])([CH3:3])[CH3:2].C([Li])(CC)C.C1CCCCC1.[C:31](=[O:33])=[O:32], predict the reaction product. The product is: [C:1]([O:5][C:6]([NH:7][C:8]1[CH:13]=[CH:12][C:11]([O:14][C:15]([F:17])([F:18])[F:16])=[CH:10][C:9]=1[C:31]([OH:33])=[O:32])=[O:19])([CH3:4])([CH3:2])[CH3:3]. (3) Given the reactants [CH:1]1([C:4]2[CH:5]=[CH:6][C:7]([F:17])=[C:8]3[C:12]=2[NH:11][CH:10]=[C:9]3[C:13]([O:15]C)=[O:14])[CH2:3][CH2:2]1.Cl[CH2:19][C:20]1[CH:25]=[CH:24][C:23]([C:26]2[CH:27]=[N:28][N:29]([CH3:31])[CH:30]=2)=[CH:22][CH:21]=1, predict the reaction product. The product is: [CH:1]1([C:4]2[CH:5]=[CH:6][C:7]([F:17])=[C:8]3[C:12]=2[N:11]([CH2:19][C:20]2[CH:21]=[CH:22][C:23]([C:26]4[CH:27]=[N:28][N:29]([CH3:31])[CH:30]=4)=[CH:24][CH:25]=2)[CH:10]=[C:9]3[C:13]([OH:15])=[O:14])[CH2:3][CH2:2]1. (4) Given the reactants Cl.[Cl:2][C:3]1[CH:15]=[CH:14][C:6]([O:7][CH2:8][C:9]([O:11]CC)=[O:10])=[C:5]([N:16]2[CH2:21][CH2:20][NH:19][CH2:18][CH2:17]2)[CH:4]=1.[CH:22]1[CH:27]=[CH:26][C:25]([CH2:28][S:29](Cl)(=[O:31])=[O:30])=[CH:24][CH:23]=1, predict the reaction product. The product is: [Cl:2][C:3]1[CH:15]=[CH:14][C:6]([O:7][CH2:8][C:9]([OH:11])=[O:10])=[C:5]([N:16]2[CH2:17][CH2:18][N:19]([S:29]([CH2:28][C:25]3[CH:26]=[CH:27][CH:22]=[CH:23][CH:24]=3)(=[O:31])=[O:30])[CH2:20][CH2:21]2)[CH:4]=1. (5) Given the reactants CCCCCC.[CH2:7]([C:17]1[CH:18]=[C:19]2[C:24](=[CH:25][CH:26]=1)[CH:23]=[C:22]([O:27][CH3:28])[CH:21]=[CH:20]2)[CH2:8][CH2:9][CH2:10][CH2:11][CH2:12][CH2:13][CH2:14][CH2:15][CH3:16].[CH3:29][S:30]SC.[Cl-].[NH4+], predict the reaction product. The product is: [CH2:7]([C:17]1[CH:18]=[C:19]2[C:24](=[CH:25][CH:26]=1)[CH:23]=[C:22]([O:27][CH3:28])[C:21]([S:30][CH3:29])=[CH:20]2)[CH2:8][CH2:9][CH2:10][CH2:11][CH2:12][CH2:13][CH2:14][CH2:15][CH3:16]. (6) Given the reactants [O:1]1[CH2:6][CH2:5][N:4]([C:7]2[CH:12]=[CH:11][C:10]([CH:13]([C:15]3[S:16][CH:17]=[CH:18][CH:19]=3)O)=[CH:9][CH:8]=2)[CH2:3][CH2:2]1.O1CCN(C2C=CC(C=O)=CC=2)CC1.S1C=CC=C1[Mg]Br.[CH3:41][O:42][C:43]([O:47][Si](C)(C)C)=[C:44]([CH3:46])[CH3:45], predict the reaction product. The product is: [CH3:45][C:44]([CH3:46])([CH:13]([C:10]1[CH:11]=[CH:12][C:7]([N:4]2[CH2:5][CH2:6][O:1][CH2:2][CH2:3]2)=[CH:8][CH:9]=1)[C:15]1[S:16][CH:17]=[CH:18][CH:19]=1)[C:43]([O:42][CH3:41])=[O:47]. (7) Given the reactants [C:1]([Si:5]([C:39]1[CH:44]=[CH:43][CH:42]=[CH:41][CH:40]=1)([C:33]1[CH:38]=[CH:37][CH:36]=[CH:35][CH:34]=1)[O:6][CH2:7][C:8]([C:11]1[CH:15]=[C:14]([NH:16][C:17](=[O:32])[C:18]([S:21]([CH2:24][CH:25]2[CH2:30][CH2:29][CH:28]([OH:31])[CH2:27][CH2:26]2)(=[O:23])=[O:22])([CH3:20])[CH3:19])[O:13][N:12]=1)([CH3:10])[CH3:9])([CH3:4])([CH3:3])[CH3:2].[Cr](Cl)([O-])(=O)=O.[NH+]1C=CC=CC=1, predict the reaction product. The product is: [C:1]([Si:5]([C:33]1[CH:34]=[CH:35][CH:36]=[CH:37][CH:38]=1)([C:39]1[CH:44]=[CH:43][CH:42]=[CH:41][CH:40]=1)[O:6][CH2:7][C:8]([C:11]1[CH:15]=[C:14]([NH:16][C:17](=[O:32])[C:18]([CH3:20])([S:21]([CH2:24][CH:25]2[CH2:30][CH2:29][C:28](=[O:31])[CH2:27][CH2:26]2)(=[O:23])=[O:22])[CH3:19])[O:13][N:12]=1)([CH3:10])[CH3:9])([CH3:2])([CH3:3])[CH3:4]. (8) The product is: [F:1][C:2]1[CH:10]=[CH:9][C:5]([C:6]([NH2:16])=[O:7])=[CH:4][C:3]=1[S:11](=[O:14])(=[O:13])[NH2:12]. Given the reactants [F:1][C:2]1[CH:10]=[CH:9][C:5]([C:6](O)=[O:7])=[CH:4][C:3]=1[S:11](=[O:14])(=[O:13])[NH2:12].N.[N:16]1C=CC=CC=1, predict the reaction product. (9) Given the reactants CC1(C)C2C=CC=C(P(C3C=CC=CC=3)C3C=CC=CC=3)C=2OC2C1=CC=CC=2P(C1C=CC=CC=1)C1C=CC=CC=1.Br[C:44]1[C:48]2[C:49]3[N:50]([CH3:70])[C:51](=[O:69])[N:52]([C:57]4[C:62]([F:63])=[C:61]([O:64][CH3:65])[CH:60]=[C:59]([O:66][CH3:67])[C:58]=4[F:68])[CH2:53][C:54]=3[CH:55]=[N:56][C:47]=2[NH:46][N:45]=1.CN(C)C=O.C[Si]([CH2:80][C:81]#[N:82])(C)C, predict the reaction product. The product is: [F:68][C:58]1[C:59]([O:66][CH3:67])=[CH:60][C:61]([O:64][CH3:65])=[C:62]([F:63])[C:57]=1[N:52]1[CH2:53][C:54]2[CH:55]=[N:56][C:47]3[NH:46][N:45]=[C:44]([CH2:80][C:81]#[N:82])[C:48]=3[C:49]=2[N:50]([CH3:70])[C:51]1=[O:69]. (10) Given the reactants [CH3:1][O:2][C:3]1[CH:12]=[C:11]([CH3:13])[CH:10]=[CH:9][C:4]=1[C:5]([O:7][CH3:8])=[O:6].[Br:14]Br, predict the reaction product. The product is: [CH3:1][O:2][C:3]1[CH:12]=[C:11]([CH2:13][Br:14])[CH:10]=[CH:9][C:4]=1[C:5]([O:7][CH3:8])=[O:6].